This data is from Peptide-MHC class I binding affinity with 185,985 pairs from IEDB/IMGT. The task is: Regression. Given a peptide amino acid sequence and an MHC pseudo amino acid sequence, predict their binding affinity value. This is MHC class I binding data. The peptide sequence is YSDPKRFFL. The MHC is HLA-A01:01 with pseudo-sequence YFAMYQENMAHTDANTLYIIYRDYTWVARVYRGY. The binding affinity (normalized) is 0.816.